This data is from TCR-epitope binding with 47,182 pairs between 192 epitopes and 23,139 TCRs. The task is: Binary Classification. Given a T-cell receptor sequence (or CDR3 region) and an epitope sequence, predict whether binding occurs between them. (1) The epitope is FVDGVPFVV. The TCR CDR3 sequence is CASSPGGGVLGTGELFF. Result: 1 (the TCR binds to the epitope). (2) The epitope is RIFTIGTVTLK. The TCR CDR3 sequence is CASTPDTDEQYF. Result: 0 (the TCR does not bind to the epitope). (3) The epitope is CTELKLSDY. The TCR CDR3 sequence is CASSLSSPGNQPQHF. Result: 0 (the TCR does not bind to the epitope). (4) The epitope is KLPDDFTGCV. Result: 1 (the TCR binds to the epitope). The TCR CDR3 sequence is CASSSGMNTGELFF. (5) Result: 0 (the TCR does not bind to the epitope). The epitope is PKYVKQNTLKLAT. The TCR CDR3 sequence is CASSAKTSGGSDTQYF. (6) The epitope is LLQTGIHVRVSQPSL. The TCR CDR3 sequence is CASSLEGGGGNQPQHF. Result: 1 (the TCR binds to the epitope). (7) The epitope is TPINLVRDL. The TCR CDR3 sequence is CASSQYLAGEYNEQFF. Result: 1 (the TCR binds to the epitope). (8) The epitope is MPASWVMRI. The TCR CDR3 sequence is CSALGLGEQYF. Result: 1 (the TCR binds to the epitope). (9) The epitope is TLVPQEHYV. The TCR CDR3 sequence is CASSPVGDGTYEQYF. Result: 1 (the TCR binds to the epitope).